This data is from Forward reaction prediction with 1.9M reactions from USPTO patents (1976-2016). The task is: Predict the product of the given reaction. Given the reactants [CH3:1][O:2][C:3]([C:5]1[CH:6]=[N+:7]([CH3:15])[CH:8]=[C:9]([C:11]([O:13][CH3:14])=[O:12])[CH:10]=1)=[O:4].S(S([O-])=O)([O-])=O.[Na+].[Na+], predict the reaction product. The product is: [CH3:15][N:7]1[CH:8]=[C:9]([C:11]([O:13][CH3:14])=[O:12])[CH2:10][C:5]([C:3]([O:2][CH3:1])=[O:4])=[CH:6]1.